This data is from Forward reaction prediction with 1.9M reactions from USPTO patents (1976-2016). The task is: Predict the product of the given reaction. (1) Given the reactants [CH2:1]([N:8]1[CH2:15][CH2:14][C:11]2([O:13][CH2:12]2)[CH2:10][CH2:9]1)[C:2]1[CH:7]=[CH:6][CH:5]=[CH:4][CH:3]=1.[Br:16][C:17]1[CH:18]=[CH:19][C:20]([OH:23])=[N:21][CH:22]=1, predict the reaction product. The product is: [Br:16][C:17]1[CH:18]=[CH:19][C:20](=[O:23])[N:21]([CH2:12][C:11]2([OH:13])[CH2:14][CH2:15][N:8]([CH2:1][C:2]3[CH:7]=[CH:6][CH:5]=[CH:4][CH:3]=3)[CH2:9][CH2:10]2)[CH:22]=1. (2) The product is: [Cl:1][C:2]1[N:10]=[C:9]2[C:5]([N:6]=[C:7]([CH2:13][N:14]3[CH2:19][CH2:18][C:17]4([O:32][CH2:33][C:34](=[O:43])[NH:35][CH2:36]4)[CH2:16][CH2:15]3)[N:8]2[CH2:11][CH3:12])=[C:4]([N:26]2[CH2:31][CH2:30][O:29][CH2:28][CH2:27]2)[N:3]=1. Given the reactants [Cl:1][C:2]1[N:10]=[C:9]2[C:5]([N:6]=[C:7]([CH2:13][N:14]3[CH2:19][CH2:18][CH:17](N4CC(F)(F)C4)[CH2:16][CH2:15]3)[N:8]2[CH2:11][CH3:12])=[C:4]([N:26]2[CH2:31][CH2:30][O:29][CH2:28][CH2:27]2)[N:3]=1.[O:32]1C2(CCNCC2)[CH2:36][NH:35][C:34](=[O:43])[CH2:33]1, predict the reaction product. (3) Given the reactants [N:1]1[C:9]([NH2:10])=[C:8]2[C:4]([N:5]=[CH:6][NH:7]2)=[N:3][CH:2]=1.[C:11](=[O:14])([O-])[O-].[K+].[K+].[CH:17]1([C:20]2[N:24]([C:25]3[CH:31]=[CH:30][C:28]([NH2:29])=[CH:27][CH:26]=3)[N:23]=[C:22]([C:32]([F:35])([F:34])[F:33])[CH:21]=2)[CH2:19][CH2:18]1.O.[CH3:37]N(C=O)C, predict the reaction product. The product is: [NH2:10][C:9]1[N:1]=[CH:2][N:3]=[C:4]2[C:8]=1[N:7]=[CH:6][N:5]2[CH2:37][C:11]([NH:29][C:28]1[CH:30]=[CH:31][C:25]([N:24]2[C:20]([CH:17]3[CH2:18][CH2:19]3)=[CH:21][C:22]([C:32]([F:35])([F:34])[F:33])=[N:23]2)=[CH:26][CH:27]=1)=[O:14]. (4) Given the reactants [Cl:1][C:2]1[N:3]=[C:4]([CH2:17][O:18][CH3:19])[NH:5][C:6]=1[C:7]1[CH:8]=[C:9]([CH:13]=[CH:14][C:15]=1[CH3:16])[C:10]([OH:12])=O.CCN=C=NCCCN(C)C.Cl.Cl.[NH:33]1[CH2:38][CH2:37][CH:36]([C:39]2[CH:46]=[CH:45][C:42]([C:43]#[N:44])=[CH:41][CH:40]=2)[CH2:35][CH2:34]1, predict the reaction product. The product is: [Cl:1][C:2]1[N:3]=[C:4]([CH2:17][O:18][CH3:19])[NH:5][C:6]=1[C:7]1[CH:8]=[C:9]([CH:13]=[CH:14][C:15]=1[CH3:16])[C:10]([N:33]1[CH2:38][CH2:37][CH:36]([C:39]2[CH:46]=[CH:45][C:42]([C:43]#[N:44])=[CH:41][CH:40]=2)[CH2:35][CH2:34]1)=[O:12].